Predict which catalyst facilitates the given reaction. From a dataset of Catalyst prediction with 721,799 reactions and 888 catalyst types from USPTO. (1) Reactant: [C:1]([C:3]1[CH:8]=[CH:7][C:6](B(O)O)=[CH:5][CH:4]=1)#[N:2].Br[C:13]1[C:20]([F:21])=[C:19]([F:22])[C:16]([C:17]#[N:18])=[C:15]([F:23])[C:14]=1[F:24].COC1C=CC=C(OC)C=1C1C=CC=CC=1P(C1CCCCC1)C1CCCCC1.[O-]P([O-])([O-])=O.[K+].[K+].[K+]. Product: [F:22][C:19]1[C:20]([F:21])=[C:13]([C:6]2[CH:7]=[CH:8][C:3]([C:1]#[N:2])=[CH:4][CH:5]=2)[C:14]([F:24])=[C:15]([F:23])[C:16]=1[C:17]#[N:18]. The catalyst class is: 101. (2) Reactant: Br[C:2]1[CH:3]=[CH:4][C:5]2[O:14][CH2:13][CH2:12][C:11]3[N:7]([N:8]=[C:9]([C:15]4[N:16]([CH2:20][C:21]([F:24])([F:23])[F:22])[N:17]=[CH:18][N:19]=4)[CH:10]=3)[C:6]=2[CH:25]=1.[C:26]([O:30][C:31]([N:33]1[CH2:38][CH:37]=[C:36](B2OC(C)(C)C(C)(C)O2)[CH2:35][CH2:34]1)=[O:32])([CH3:29])([CH3:28])[CH3:27].C(=O)([O-])[O-].[K+].[K+]. Product: [C:26]([O:30][C:31]([N:33]1[CH2:34][CH:35]=[C:36]([C:2]2[CH:3]=[CH:4][C:5]3[O:14][CH2:13][CH2:12][C:11]4[N:7]([N:8]=[C:9]([C:15]5[N:16]([CH2:20][C:21]([F:24])([F:22])[F:23])[N:17]=[CH:18][N:19]=5)[CH:10]=4)[C:6]=3[CH:25]=2)[CH2:37][CH2:38]1)=[O:32])([CH3:29])([CH3:27])[CH3:28]. The catalyst class is: 13.